This data is from Full USPTO retrosynthesis dataset with 1.9M reactions from patents (1976-2016). The task is: Predict the reactants needed to synthesize the given product. (1) Given the product [Br:11][C:8]1[CH:7]=[C:3]2[C:2](=[CH:10][CH:9]=1)[NH:1][N:13]=[C:4]2[OH:5], predict the reactants needed to synthesize it. The reactants are: [NH2:1][C:2]1[CH:10]=[CH:9][C:8]([Br:11])=[CH:7][C:3]=1[C:4](O)=[O:5].Cl.[N:13]([O-])=O.[Na+].[O-]S([O-])=O.[Na+].[Na+]. (2) Given the product [N+:13]([C:3]1[CH:4]=[C:5]([NH:8][C:9](=[O:12])[O:10][CH3:11])[CH:6]=[CH:7][C:2]=1[NH:16][CH2:17][CH:18]1[CH2:23][CH2:22][O:21][CH2:20][CH2:19]1)([O-:15])=[O:14], predict the reactants needed to synthesize it. The reactants are: F[C:2]1[CH:7]=[CH:6][C:5]([NH:8][C:9](=[O:12])[O:10][CH3:11])=[CH:4][C:3]=1[N+:13]([O-:15])=[O:14].[NH2:16][CH2:17][CH:18]1[CH2:23][CH2:22][O:21][CH2:20][CH2:19]1. (3) Given the product [CH2:1]([C:3]1[C:4]([NH:23][CH:24]([CH3:31])[CH2:25][CH2:26][OH:27])=[N:5][C:6]([CH2:21][CH3:22])=[C:7]([C:9]2[C:18]([O:19][CH3:20])=[CH:17][C:16]3[CH2:15][CH2:14][CH2:13][CH2:12][C:11]=3[CH:10]=2)[N:8]=1)[CH3:2], predict the reactants needed to synthesize it. The reactants are: [CH2:1]([C:3]1[C:4]([NH:23][CH:24]([CH3:31])[CH2:25][C:26](OCC)=[O:27])=[N:5][C:6]([CH2:21][CH3:22])=[C:7]([C:9]2[C:18]([O:19][CH3:20])=[CH:17][C:16]3[CH2:15][CH2:14][CH2:13][CH2:12][C:11]=3[CH:10]=2)[N:8]=1)[CH3:2].[H-].[H-].[H-].[H-].[Li+].[Al+3].[O-]S([O-])(=O)=O.[Mg+2]. (4) Given the product [CH3:19][O:18][CH:16]1[CH2:17][N:14]([C:12]([C:9]2[CH:10]=[C:11]3[C:6](=[CH:7][CH:8]=2)[CH:5]=[N:4][CH:3]=[C:2]3[C:27]2[CH:26]=[C:25]3[C:30](=[CH:29][CH:28]=2)[N:21]([CH3:20])[C:22](=[O:40])[CH2:23][CH2:24]3)=[O:13])[CH2:15]1, predict the reactants needed to synthesize it. The reactants are: Cl[C:2]1[C:11]2[C:6](=[CH:7][CH:8]=[C:9]([C:12]([N:14]3[CH2:17][CH:16]([O:18][CH3:19])[CH2:15]3)=[O:13])[CH:10]=2)[CH:5]=[N:4][CH:3]=1.[CH3:20][N:21]1[C:30]2[C:25](=[CH:26][C:27](B3OC(C)(C)C(C)(C)O3)=[CH:28][CH:29]=2)[CH2:24][CH2:23][C:22]1=[O:40].C(=O)([O-])[O-].[Na+].[Na+].C(#N)C.